This data is from NCI-60 drug combinations with 297,098 pairs across 59 cell lines. The task is: Regression. Given two drug SMILES strings and cell line genomic features, predict the synergy score measuring deviation from expected non-interaction effect. (1) Synergy scores: CSS=20.4, Synergy_ZIP=-0.902, Synergy_Bliss=3.15, Synergy_Loewe=-17.7, Synergy_HSA=2.03. Cell line: SF-539. Drug 1: C1=NC(=NC(=O)N1C2C(C(C(O2)CO)O)O)N. Drug 2: C1CN(P(=O)(OC1)NCCCl)CCCl. (2) Drug 1: CC(CN1CC(=O)NC(=O)C1)N2CC(=O)NC(=O)C2. Drug 2: C1CN(CCN1C(=O)CCBr)C(=O)CCBr. Cell line: K-562. Synergy scores: CSS=39.0, Synergy_ZIP=-7.66, Synergy_Bliss=-1.14, Synergy_Loewe=-2.18, Synergy_HSA=0.0942. (3) Drug 1: CCN(CC)CCNC(=O)C1=C(NC(=C1C)C=C2C3=C(C=CC(=C3)F)NC2=O)C. Drug 2: C1C(C(OC1N2C=NC3=C2NC=NCC3O)CO)O. Cell line: NCI-H226. Synergy scores: CSS=6.34, Synergy_ZIP=-0.739, Synergy_Bliss=0.662, Synergy_Loewe=0.595, Synergy_HSA=-0.0247. (4) Drug 1: C1CNP(=O)(OC1)N(CCCl)CCCl. Drug 2: CC12CCC3C(C1CCC2OP(=O)(O)O)CCC4=C3C=CC(=C4)OC(=O)N(CCCl)CCCl.[Na+]. Cell line: M14. Synergy scores: CSS=6.93, Synergy_ZIP=0.508, Synergy_Bliss=4.54, Synergy_Loewe=3.99, Synergy_HSA=1.87. (5) Drug 1: CC1=C(C(CCC1)(C)C)C=CC(=CC=CC(=CC(=O)O)C)C. Drug 2: CC1=C(C(=CC=C1)Cl)NC(=O)C2=CN=C(S2)NC3=CC(=NC(=N3)C)N4CCN(CC4)CCO. Cell line: ACHN. Synergy scores: CSS=18.8, Synergy_ZIP=4.59, Synergy_Bliss=9.88, Synergy_Loewe=6.16, Synergy_HSA=8.28. (6) Drug 1: C1=C(C(=O)NC(=O)N1)N(CCCl)CCCl. Drug 2: C1=CC(=CC=C1C#N)C(C2=CC=C(C=C2)C#N)N3C=NC=N3. Cell line: CAKI-1. Synergy scores: CSS=37.7, Synergy_ZIP=-4.65, Synergy_Bliss=-8.93, Synergy_Loewe=-8.05, Synergy_HSA=-6.56.